From a dataset of Forward reaction prediction with 1.9M reactions from USPTO patents (1976-2016). Predict the product of the given reaction. (1) The product is: [Cl:1][C:2]1[CH:3]=[C:4]([CH:27]=[C:28]([Cl:30])[CH:29]=1)[O:5][C:6]1[CH:16]=[CH:15][C:14]([NH:17][C:18]2[C:19]3[NH:26][CH:25]=[CH:24][C:20]=3[N:21]=[CH:22][N:23]=2)=[CH:13][C:7]=1[C:8]([OH:10])=[O:9]. Given the reactants [Cl:1][C:2]1[CH:3]=[C:4]([CH:27]=[C:28]([Cl:30])[CH:29]=1)[O:5][C:6]1[CH:16]=[CH:15][C:14]([NH:17][C:18]2[C:19]3[NH:26][CH:25]=[CH:24][C:20]=3[N:21]=[CH:22][N:23]=2)=[CH:13][C:7]=1[C:8]([O:10]CC)=[O:9].O1CCCC1.[OH-].[Na+].Cl, predict the reaction product. (2) Given the reactants [Cl:1][C:2]1[CH:3]=[C:4]([C:13]([O:15]CC)=[O:14])[C:5](=[O:12])[N:6]([CH:9]([CH3:11])[CH3:10])[C:7]=1[CH3:8].[OH-].[Na+], predict the reaction product. The product is: [Cl:1][C:2]1[CH:3]=[C:4]([C:13]([OH:15])=[O:14])[C:5](=[O:12])[N:6]([CH:9]([CH3:11])[CH3:10])[C:7]=1[CH3:8]. (3) The product is: [C:1]([O:8][CH2:12][CH2:13][CH2:14][Si:15]([O:16][CH2:17][CH3:18])([O:22][CH2:23][CH3:24])[O:19][CH2:20][CH3:21])(=[O:7])/[CH:2]=[CH:3]/[C:4]([O:6][CH2:12][CH2:13][CH2:14][Si:15]([O:22][CH2:23][CH3:24])([O:19][CH2:20][CH3:21])[O:16][CH2:17][CH3:18])=[O:5]. Given the reactants [C:1]([O-:8])(=[O:7])/[CH:2]=[CH:3]/[C:4]([O-:6])=[O:5].[Na+].[Na+].Cl[CH2:12][CH2:13][CH2:14][Si:15]([O:22][CH2:23][CH3:24])([O:19][CH2:20][CH3:21])[O:16][CH2:17][CH3:18], predict the reaction product. (4) Given the reactants [NH2:1][C:2]1[CH:3]=[C:4]([C:8]2[N:13]3[N:14]=[CH:15][C:16]([C:17]([C:19]4[S:20][CH:21]=[CH:22][CH:23]=4)=[O:18])=[C:12]3[N:11]=[CH:10][CH:9]=2)[CH:5]=[CH:6][CH:7]=1.[CH3:24][CH:25]([CH2:28][CH2:29][CH3:30])[CH:26]=O, predict the reaction product. The product is: [CH3:24][CH:25]([CH2:28][CH2:29][CH3:30])[CH2:26][NH:1][C:2]1[CH:3]=[C:4]([C:8]2[N:13]3[N:14]=[CH:15][C:16]([C:17]([C:19]4[S:20][CH:21]=[CH:22][CH:23]=4)=[O:18])=[C:12]3[N:11]=[CH:10][CH:9]=2)[CH:5]=[CH:6][CH:7]=1. (5) Given the reactants C([N:8]1[CH2:13][CH2:12][O:11][CH:10]([C:14]([C:25]2[CH:30]=[CH:29][CH:28]=[CH:27][CH:26]=2)([OH:24])[CH2:15][C:16]2[C:21]([Cl:22])=[CH:20][CH:19]=[CH:18][C:17]=2[Cl:23])[CH2:9]1)C1C=CC=CC=1.C([O-])=O.[NH4+], predict the reaction product. The product is: [ClH:22].[Cl:22][C:21]1[CH:20]=[CH:19][CH:18]=[C:17]([Cl:23])[C:16]=1[CH2:15][C:14]([CH:10]1[O:11][CH2:12][CH2:13][NH:8][CH2:9]1)([C:25]1[CH:30]=[CH:29][CH:28]=[CH:27][CH:26]=1)[OH:24].